This data is from Full USPTO retrosynthesis dataset with 1.9M reactions from patents (1976-2016). The task is: Predict the reactants needed to synthesize the given product. (1) Given the product [CH3:1][C:2]1[N:3]=[CH:4][C:5]2[C:10]([CH:11]=1)=[C:9]([N+:12]([O-:14])=[O:13])[CH:8]=[CH:7][CH:6]=2, predict the reactants needed to synthesize it. The reactants are: [CH3:1][C:2]1[N:3]=[CH:4][C:5]2[C:10]([CH:11]=1)=[CH:9][CH:8]=[CH:7][CH:6]=2.[N+:12]([O-])([O-:14])=[O:13].[K+].C(=O)([O-])[O-].[K+].[K+]. (2) Given the product [O:1]1[C:5]2[CH:6]=[CH:7][CH:8]=[CH:9][C:4]=2[N:3]=[C:2]1[CH:10]([OH:34])[CH:11]([NH:14][C:15](=[O:33])[C@H:16]([NH:24][C:25](=[N:28][S:29]([CH3:32])(=[O:31])=[O:30])[N:35]1[CH2:39][CH2:38][CH2:37][CH2:36]1)[CH2:17][CH:18]1[CH2:23][CH2:22][CH2:21][CH2:20][CH2:19]1)[CH2:12][CH3:13], predict the reactants needed to synthesize it. The reactants are: [O:1]1[C:5]2[CH:6]=[CH:7][CH:8]=[CH:9][C:4]=2[N:3]=[C:2]1[CH:10]([OH:34])[CH:11]([NH:14][C:15](=[O:33])[C@H:16]([NH:24][C:25](=[N:28][S:29]([CH3:32])(=[O:31])=[O:30])SC)[CH2:17][CH:18]1[CH2:23][CH2:22][CH2:21][CH2:20][CH2:19]1)[CH2:12][CH3:13].[NH:35]1[CH2:39][CH2:38][CH2:37][CH2:36]1. (3) The reactants are: [CH2:1]([NH2:5])[CH2:2][CH2:3][CH3:4].[CH:6]([N:9]=[C:10]=[N:11][CH:12]([CH3:14])[CH3:13])([CH3:8])[CH3:7]. Given the product [CH2:1]([NH:5][C:10]([NH:11][CH:12]([CH3:14])[CH3:13])=[N:9][CH:6]([CH3:8])[CH3:7])[CH2:2][CH2:3][CH3:4], predict the reactants needed to synthesize it. (4) Given the product [CH3:1][O:2][C:3]1[CH:4]=[C:5]([O:15][C:16]2[CH:21]=[CH:20][C:19]([S:22]([CH3:25])(=[O:24])=[O:23])=[CH:18][CH:17]=2)[CH:6]=[C:7]2[C:11]=1[NH:10][C:9]([C:12](=[S:35])[NH2:14])=[CH:8]2, predict the reactants needed to synthesize it. The reactants are: [CH3:1][O:2][C:3]1[CH:4]=[C:5]([O:15][C:16]2[CH:21]=[CH:20][C:19]([S:22]([CH3:25])(=[O:24])=[O:23])=[CH:18][CH:17]=2)[CH:6]=[C:7]2[C:11]=1[NH:10][C:9]([C:12]([NH2:14])=O)=[CH:8]2.COC1C=CC(P2(SP(C3C=CC(OC)=CC=3)(=S)S2)=[S:35])=CC=1. (5) Given the product [Cl:13][C:8]1[CH:7]=[C:6]([CH2:5][C:1]#[N:2])[CH:11]=[C:10]([CH3:12])[CH:9]=1, predict the reactants needed to synthesize it. The reactants are: [C-:1]#[N:2].[K+].Br[CH2:5][C:6]1[CH:11]=[C:10]([CH3:12])[CH:9]=[C:8]([Cl:13])[CH:7]=1.CCOCC. (6) Given the product [Cl:1][C:2]1[CH:28]=[C:27]([NH:29][C:30]2[CH:35]=[CH:34][C:33]([F:36])=[CH:32][C:31]=2[F:37])[CH:26]=[CH:25][C:3]=1[C:4]([C:6]1[CH:7]=[C:8]([NH:13][C:14]([NH:15][CH2:16][CH2:17][OH:18])=[O:24])[CH:9]=[CH:10][C:11]=1[CH3:12])=[O:5], predict the reactants needed to synthesize it. The reactants are: [Cl:1][C:2]1[CH:28]=[C:27]([NH:29][C:30]2[CH:35]=[CH:34][C:33]([F:36])=[CH:32][C:31]=2[F:37])[CH:26]=[CH:25][C:3]=1[C:4]([C:6]1[CH:7]=[C:8]([NH:13][C:14](=[O:24])[NH:15][CH2:16][CH2:17][O:18]C(=O)C(C)=C)[CH:9]=[CH:10][C:11]=1[CH3:12])=[O:5].[OH-].[Na+].C([O-])(O)=O.[Na+].O.